From a dataset of Full USPTO retrosynthesis dataset with 1.9M reactions from patents (1976-2016). Predict the reactants needed to synthesize the given product. (1) Given the product [Cl:1][C:2]1[CH:7]=[C:6]([Cl:8])[CH:5]=[CH:4][C:3]=1[NH:9][C:10]1[N:15]=[C:14]([C:16]([NH:24][C:23]([CH3:26])([CH3:25])[C:22]([O:21][CH3:20])=[O:27])=[O:18])[CH:13]=[CH:12][C:11]=1[CH3:19], predict the reactants needed to synthesize it. The reactants are: [Cl:1][C:2]1[CH:7]=[C:6]([Cl:8])[CH:5]=[CH:4][C:3]=1[NH:9][C:10]1[N:15]=[C:14]([C:16]([OH:18])=O)[CH:13]=[CH:12][C:11]=1[CH3:19].[CH3:20][O:21][C:22](=[O:27])[C:23]([CH3:26])([CH3:25])[NH2:24]. (2) Given the product [CH3:1][O:2][CH2:3][N:4]1[C:9]2[CH:10]=[C:11]([CH2:14][CH:15]=[CH:16][CH2:17][OH:18])[CH:12]=[CH:13][C:8]=2[S:7][C:6]2[N:22]=[CH:23][CH:24]=[N:25][C:5]1=2, predict the reactants needed to synthesize it. The reactants are: [CH3:1][O:2][CH2:3][N:4]1[C:9]2[CH:10]=[C:11]([CH2:14]/[CH:15]=[CH:16]/[C:17](OCC)=[O:18])[CH:12]=[CH:13][C:8]=2[S:7][C:6]2[N:22]=[CH:23][CH:24]=[N:25][C:5]1=2.[H-]. (3) Given the product [ClH:1].[CH2:37]([O:39][C:40]1[C:45]([O:46][CH3:47])=[CH:44][C:43]([C:48]([C:50]2[C:59]3[C:54](=[C:55]([O:63][CH3:64])[C:56]([O:60][CH2:61][CH3:62])=[CH:57][CH:58]=3)[CH:53]=[N:52][CH:51]=2)=[O:49])=[CH:42][C:41]=1[O:65][CH3:66])[CH3:38], predict the reactants needed to synthesize it. The reactants are: [ClH:1].C(OC1C(OC)=C2C(C(CC3C=C(OC)C(OCC)=C(OC)C=3)=CN=C2)=CC=1)C.C([O-])([O-])=O.[K+].[K+].[CH2:37]([O:39][C:40]1[C:45]([O:46][CH3:47])=[CH:44][C:43]([C:48]([C:50]2[C:59]3[C:54](=[C:55]([O:63][CH3:64])[C:56]([O:60][CH2:61][CH3:62])=[CH:57][CH:58]=3)[CH:53]=[N:52][CH:51]=2)=[O:49])=[CH:42][C:41]=1[O:65][CH3:66])[CH3:38].Cl. (4) Given the product [C:10]1([C:33]2[CH:34]=[CH:35][CH:36]=[CH:37][CH:38]=2)[CH:15]=[CH:14][C:13]([N:16]([C:17]2[C:26]3[C:21](=[CH:22][CH:23]=[CH:24][CH:25]=3)[C:20]([C:27]3[CH:32]=[CH:31][CH:30]=[CH:29][CH:28]=3)=[CH:19][CH:18]=2)[C:6]2[CH:5]=[C:4]([Br:9])[CH:3]=[C:2]([N:16]([C:13]3[CH:12]=[CH:11][C:10]([C:52]4[CH:53]=[CH:54][CH:55]=[CH:56][CH:57]=4)=[CH:15][CH:14]=3)[C:17]3[C:18]4[C:60](=[CH:22][CH:21]=[CH:20][CH:19]=4)[C:59]([C:61]4[CH:29]=[CH:28][CH:27]=[CH:32][CH:31]=4)=[CH:58][CH:26]=3)[CH:7]=2)=[CH:12][CH:11]=1, predict the reactants needed to synthesize it. The reactants are: Br[C:2]1[CH:7]=[C:6](Br)[CH:5]=[C:4]([Br:9])[CH:3]=1.[C:10]1([C:33]2[CH:38]=[CH:37][CH:36]=[CH:35][CH:34]=2)[CH:15]=[CH:14][C:13]([NH:16][C:17]2[C:26]3[C:21](=[CH:22][CH:23]=[CH:24][CH:25]=3)[C:20]([C:27]3[CH:32]=[CH:31][CH:30]=[CH:29][CH:28]=3)=[CH:19][CH:18]=2)=[CH:12][CH:11]=1.[CH:52]1[CH:57]=[CH:56][C:55](P([C:52]2[CH:57]=[CH:56][CH:55]=[CH:54][CH:53]=2)[C:52]2[CH:57]=[CH:56][CH:55]=[CH:54][CH:53]=2)=[CH:54][CH:53]=1.[CH3:58][C:59]([O-])([CH3:61])[CH3:60].[Na+].